From a dataset of Tyrosyl-DNA phosphodiesterase HTS with 341,365 compounds. Binary Classification. Given a drug SMILES string, predict its activity (active/inactive) in a high-throughput screening assay against a specified biological target. The drug is Fc1ccc(CC(=O)NC2C(OCc3ccccc3)Cc3c2cc(OC)c(OC)c3)cc1. The result is 0 (inactive).